Dataset: Catalyst prediction with 721,799 reactions and 888 catalyst types from USPTO. Task: Predict which catalyst facilitates the given reaction. (1) Reactant: [C:1]([O:5][C@@H:6]([C:12]1[C:13]([CH3:27])=[N:14][C:15]2[N:16]([N:19]=[C:20]([C:22]([O:24][CH2:25][CH3:26])=[O:23])[CH:21]=2)[C:17]=1I)[C:7]([O:9][CH2:10][CH3:11])=[O:8])([CH3:4])([CH3:3])[CH3:2].[Cl:28][C:29]1[C:38]2[NH:37][CH2:36][CH2:35][O:34][C:33]=2[CH:32]=[CH:31][C:30]=1B1OC(C)(C)C(C)(C)O1.C([O-])([O-])=O.[Na+].[Na+]. Product: [C:1]([O:5][C@@H:6]([C:12]1[C:13]([CH3:27])=[N:14][C:15]2[N:16]([N:19]=[C:20]([C:22]([O:24][CH2:25][CH3:26])=[O:23])[CH:21]=2)[C:17]=1[C:30]1[CH:31]=[CH:32][C:33]2[O:34][CH2:35][CH2:36][NH:37][C:38]=2[C:29]=1[Cl:28])[C:7]([O:9][CH2:10][CH3:11])=[O:8])([CH3:4])([CH3:3])[CH3:2]. The catalyst class is: 3. (2) Reactant: CCOC(/N=N/C(OCC)=O)=O.[CH2:13]([O:15][C:16]([C:18]1[NH:19][C:20]2[C:25]([CH:26]=1)=[C:24]([OH:27])[CH:23]=[CH:22][CH:21]=2)=[O:17])[CH3:14].[C:45]1(P([C:41]2[CH:46]=[CH:45][CH:44]=[CH:43]C=2)[C:45]2[CH:46]=[CH:41]C=[CH:43][CH:44]=2)[CH:46]=[CH:41]C=[CH:43][CH:44]=1.C1(CO)CCC1. Product: [CH2:13]([O:15][C:16]([C:18]1[NH:19][C:20]2[C:25]([CH:26]=1)=[C:24]([O:27][CH2:41][CH:46]1[CH2:43][CH2:44][CH2:45]1)[CH:23]=[CH:22][CH:21]=2)=[O:17])[CH3:14]. The catalyst class is: 1.